Dataset: Reaction yield outcomes from USPTO patents with 853,638 reactions. Task: Predict the reaction yield, written as a fraction of the theoretical maximum amount of product (1.0 means a 100% yield; for example, 0.34 means a 34% yield). (1) The reactants are [C-]#[N:2].[Na+].[NH2:4][C:5]1[CH:10]=[CH:9][C:8]([CH3:11])=[CH:7][CH:6]=1.[C:12]1(=O)[CH2:18][CH2:17][CH2:16][CH2:15][CH2:14][CH2:13]1.C(OCC)(=O)C. The catalyst is C(O)(=O)C. The product is [CH3:11][C:8]1[CH:9]=[CH:10][C:5]([NH:4][C:14]2([C:13]#[N:2])[CH2:15][CH2:16][CH2:17][CH2:18][CH2:12]2)=[CH:6][CH:7]=1. The yield is 0.960. (2) The reactants are [C:1]1([S:7]([CH2:10][C:11]2[CH:21]=[CH:20][C:14]3[CH2:15][CH2:16][NH:17][CH2:18][CH2:19][C:13]=3[CH:12]=2)(=[O:9])=[O:8])[CH:6]=[CH:5][CH:4]=[CH:3][CH:2]=1.C(N(CC)CC)C.[C:29]1(=O)[CH2:32][CH2:31][CH2:30]1.[Na].C(O)(=O)C. The catalyst is C(Cl)Cl. The product is [CH:29]1([N:17]2[CH2:18][CH2:19][C:13]3[CH:12]=[C:11]([CH2:10][S:7]([C:1]4[CH:6]=[CH:5][CH:4]=[CH:3][CH:2]=4)(=[O:9])=[O:8])[CH:21]=[CH:20][C:14]=3[CH2:15][CH2:16]2)[CH2:32][CH2:31][CH2:30]1. The yield is 0.670. (3) The reactants are C[O:2][C:3]([C:5]1[N:9]=[C:8]([Cl:10])[N:7]([CH2:11][O:12][CH2:13][CH2:14][Si:15]([CH3:18])([CH3:17])[CH3:16])[N:6]=1)=[O:4].[OH-].[K+:20]. The catalyst is CCO.CCOCC. The product is [K+:20].[Cl:10][C:8]1[N:7]([CH2:11][O:12][CH2:13][CH2:14][Si:15]([CH3:17])([CH3:18])[CH3:16])[N:6]=[C:5]([C:3]([O-:4])=[O:2])[N:9]=1. The yield is 0.910. (4) The reactants are [Cl:1][C:2]1[N:3]=[C:4]([O:20][CH:21]2[CH2:25][CH2:24][CH2:23][CH2:22]2)[C:5]2[C:10](I)=[CH:9][N:8]([CH2:12][O:13][CH2:14][CH2:15][Si:16]([CH3:19])([CH3:18])[CH3:17])[C:6]=2[N:7]=1.[CH3:26][C:27]1[O:28][C:29]2[CH:35]=[C:34](B3OC(C)(C)C(C)(C)O3)[CH:33]=[CH:32][C:30]=2[N:31]=1.P([O-])([O-])([O-])=O.[K+].[K+].[K+].O. The catalyst is O1CCOCC1. The product is [Cl:1][C:2]1[N:3]=[C:4]([O:20][CH:21]2[CH2:25][CH2:24][CH2:23][CH2:22]2)[C:5]2[C:10]([C:34]3[CH:33]=[CH:32][C:30]4[N:31]=[C:27]([CH3:26])[O:28][C:29]=4[CH:35]=3)=[CH:9][N:8]([CH2:12][O:13][CH2:14][CH2:15][Si:16]([CH3:19])([CH3:18])[CH3:17])[C:6]=2[N:7]=1. The yield is 0.420. (5) The reactants are [NH2:1][CH2:2][CH2:3][CH2:4][CH2:5][CH2:6][C:7]([OH:9])=[O:8].[C:10]1(=O)[O:15][C:13](=[O:14])[C:12]2=[CH:16][CH:17]=[CH:18][CH:19]=[C:11]12.C(N(CC)CC)C. The catalyst is C1(C)C=CC=CC=1. The product is [O:14]=[C:13]1[C:12]2[C:11](=[CH:19][CH:18]=[CH:17][CH:16]=2)[C:10](=[O:15])[N:1]1[CH2:2][CH2:3][CH2:4][CH2:5][CH2:6][C:7]([OH:9])=[O:8]. The yield is 0.930. (6) The reactants are CO[C:3](=[O:24])[C:4]1[CH:9]=[CH:8][C:7]([O:10][CH2:11][C:12]2[C:13]([CH:18]3[CH2:23][CH2:22][CH2:21][CH2:20][CH2:19]3)=[N:14][O:15][C:16]=2[CH3:17])=[N:6][CH:5]=1.[NH2:25][CH:26]([CH3:29])[CH2:27][OH:28]. No catalyst specified. The product is [CH:18]1([C:13]2[C:12]([CH2:11][O:10][C:7]3[CH:8]=[CH:9][C:4]([C:3]([NH:25][CH:26]([CH3:29])[CH2:27][OH:28])=[O:24])=[CH:5][N:6]=3)=[C:16]([CH3:17])[O:15][N:14]=2)[CH2:19][CH2:20][CH2:21][CH2:22][CH2:23]1. The yield is 0.730. (7) The reactants are [CH3:1][O:2][C:3]([CH:5]1[CH2:10][CH:9]([O:11][C:12]2[C:21]3[C:16](=[C:17]([CH3:24])[C:18]([O:22][CH3:23])=[CH:19][CH:20]=3)[N:15]=[C:14]([C:25]3[S:26][CH:27]=[C:28]([C:30]([F:33])([F:32])[F:31])[N:29]=3)[N:13]=2)[CH2:8][CH2:7][N:6]1C)=[O:4].COC(C1CC(OC2C3C(=C(C)C(OC)=CC=3)N=C(C3SC=C(C(F)(F)F)N=3)C=2)CCN1)=O. No catalyst specified. The product is [CH3:1][O:2][C:3]([CH:5]1[CH2:10][CH:9]([O:11][C:12]2[C:21]3[C:16](=[C:17]([CH3:24])[C:18]([O:22][CH3:23])=[CH:19][CH:20]=3)[N:15]=[C:14]([C:25]3[S:26][CH:27]=[C:28]([C:30]([F:31])([F:32])[F:33])[N:29]=3)[N:13]=2)[CH2:8][CH2:7][NH:6]1)=[O:4]. The yield is 0.550. (8) The reactants are [O:1]1[CH2:3][C@@H:2]1[C@@H:4]([NH:12][C:13](=[O:19])[O:14][C:15]([CH3:18])([CH3:17])[CH3:16])[CH2:5][C:6]1[CH:11]=[CH:10][CH:9]=[CH:8][CH:7]=1.[C:20](OCC)(=O)[CH2:21][C:22]([O:24][CH2:25][CH3:26])=[O:23].CC[O-:33].[Na+]. The catalyst is C(O)C. The product is [C:15]([O:14][C:13]([NH:12][C@H:4]([C@@H:2]1[O:1][C:3](=[O:33])[CH:21]([C:22]([O:24][CH2:25][CH3:26])=[O:23])[CH2:20]1)[CH2:5][C:6]1[CH:7]=[CH:8][CH:9]=[CH:10][CH:11]=1)=[O:19])([CH3:16])([CH3:17])[CH3:18]. The yield is 0.930.